This data is from Reaction yield outcomes from USPTO patents with 853,638 reactions. The task is: Predict the reaction yield, written as a fraction of the theoretical maximum amount of product (1.0 means a 100% yield; for example, 0.34 means a 34% yield). (1) The reactants are Br[C:2]1[CH:3]=[N:4][CH:5]=[CH:6][C:7]=1[O:8][C:9]1[C:14]([Cl:15])=[CH:13][C:12]([NH2:16])=[C:11]([F:17])[CH:10]=1.[CH3:18][N:19]1[CH:23]=[C:22](B2OC(C)(C)C(C)(C)O2)[CH:21]=[N:20]1.COC1C=CC=C(OC)C=1C1C=CC=CC=1P(C1CCCCC1)C1CCCCC1.P([O-])([O-])([O-])=O.[K+].[K+].[K+]. The catalyst is C(O)CCC.C1C=CC(/C=C/C(/C=C/C2C=CC=CC=2)=O)=CC=1.C1C=CC(/C=C/C(/C=C/C2C=CC=CC=2)=O)=CC=1.C1C=CC(/C=C/C(/C=C/C2C=CC=CC=2)=O)=CC=1.[Pd].[Pd]. The product is [Cl:15][C:14]1[C:9]([O:8][C:7]2[CH:6]=[CH:5][N:4]=[CH:3][C:2]=2[C:21]2[CH:22]=[CH:23][N:19]([CH3:18])[N:20]=2)=[CH:10][C:11]([F:17])=[C:12]([NH2:16])[CH:13]=1. The yield is 0.491. (2) The yield is 0.290. The reactants are [S:1]([C:5]1[CH:13]=[CH:12][C:8]([C:9]([OH:11])=O)=[CH:7][CH:6]=1)(=[O:4])(=[O:3])[NH2:2].CN(C(ON1N=NC2C=CC=NC1=2)=[N+](C)C)C.F[P-](F)(F)(F)(F)F.[NH2:38][CH2:39][CH:40]([OH:52])[CH2:41][N:42]1[CH2:51][CH2:50][C:49]2[C:44](=[CH:45][CH:46]=[CH:47][CH:48]=2)[CH2:43]1. The catalyst is C(Cl)Cl.O. The product is [CH2:43]1[C:44]2[C:49](=[CH:48][CH:47]=[CH:46][CH:45]=2)[CH2:50][CH2:51][N:42]1[CH2:41][CH:40]([OH:52])[CH2:39][NH:38][C:9](=[O:11])[C:8]1[CH:7]=[CH:6][C:5]([S:1](=[O:3])(=[O:4])[NH2:2])=[CH:13][CH:12]=1.